Dataset: Reaction yield outcomes from USPTO patents with 853,638 reactions. Task: Predict the reaction yield, written as a fraction of the theoretical maximum amount of product (1.0 means a 100% yield; for example, 0.34 means a 34% yield). (1) The reactants are [Cl:1][C:2]1[CH:7]=[CH:6][C:5]([NH:8][S:9]([C:12]([F:15])([F:14])[F:13])(=[O:11])=[O:10])=[C:4]([C:16](=O)[CH2:17][CH3:18])[CH:3]=1.Cl.[Cl:21][C:22]1[CH:30]=[CH:29][C:25]([CH2:26][O:27][NH2:28])=[CH:24][CH:23]=1.CC([O-])=O.[Na+]. The catalyst is CCO. The product is [Cl:1][C:2]1[CH:7]=[CH:6][C:5]([NH:8][S:9]([C:12]([F:15])([F:14])[F:13])(=[O:11])=[O:10])=[C:4]([C:16](=[N:28][O:27][CH2:26][C:25]2[CH:29]=[CH:30][C:22]([Cl:21])=[CH:23][CH:24]=2)[CH2:17][CH3:18])[CH:3]=1. The yield is 0.690. (2) The product is [C:7]([C:9]1[C:10]([CH:25]([C:26]2[CH:35]=[CH:34][C:33]3[C:28](=[CH:29][CH:30]=[CH:31][CH:32]=3)[CH:27]=2)[CH2:37][N:38]2[C:42](=[O:43])[C:41]3[C:40](=[CH:47][CH:46]=[CH:45][CH:44]=3)[C:39]2=[O:48])=[C:11]([C:20]([O:22][CH2:23][CH3:24])=[O:21])[S:12][C:13]=1[N:14]1[CH2:19][CH2:18][O:17][CH2:16][CH2:15]1)#[N:8]. The catalyst is CN(C)C=O.O. The yield is 0.453. The reactants are CC(C)([O-])C.[K+].[C:7]([C:9]1[C:10]([CH2:25][C:26]2[CH:35]=[CH:34][C:33]3[C:28](=[CH:29][CH:30]=[CH:31][CH:32]=3)[CH:27]=2)=[C:11]([C:20]([O:22][CH2:23][CH3:24])=[O:21])[S:12][C:13]=1[N:14]1[CH2:19][CH2:18][O:17][CH2:16][CH2:15]1)#[N:8].Br[CH2:37][N:38]1[C:42](=[O:43])[C:41]2=[CH:44][CH:45]=[CH:46][CH:47]=[C:40]2[C:39]1=[O:48].C(O)(=O)C. (3) The yield is 0.710. The catalyst is CN(C=O)C.C(OCC)(=O)C.O. The product is [F:8][C:9]1[CH:10]=[C:11]([CH:12]=[CH:13][C:14]=1[S:1][C:2]1[CH:7]=[CH:6][N:5]=[CH:4][CH:3]=1)[NH2:16]. The reactants are [SH:1][C:2]1[CH:7]=[CH:6][N:5]=[CH:4][CH:3]=1.[F:8][C:9]1[CH:10]=[C:11]([N+:16]([O-])=O)[CH:12]=[CH:13][C:14]=1F.C(=O)([O-])[O-].[K+].[K+]. (4) The reactants are Cl[CH2:2][CH2:3][O:4][C:5]1[CH:14]=[C:13]2[C:8]([C:9]([O:15][C:16]3[CH:21]=[CH:20][C:19]([CH3:22])=[CH:18][C:17]=3[C:23]([C:25]3[CH:30]=[CH:29][CH:28]=[CH:27][CH:26]=3)=[O:24])=[CH:10][CH:11]=[N:12]2)=[CH:7][C:6]=1[O:31][CH3:32].[CH2:33]([NH:35][CH2:36][CH3:37])[CH3:34].C(=O)([O-])[O-].[K+].[K+].O. The catalyst is CN(C)C=O. The product is [CH2:33]([N:35]([CH2:36][CH3:37])[CH2:2][CH2:3][O:4][C:5]1[CH:14]=[C:13]2[C:8]([C:9]([O:15][C:16]3[CH:21]=[CH:20][C:19]([CH3:22])=[CH:18][C:17]=3[C:23]([C:25]3[CH:30]=[CH:29][CH:28]=[CH:27][CH:26]=3)=[O:24])=[CH:10][CH:11]=[N:12]2)=[CH:7][C:6]=1[O:31][CH3:32])[CH3:34]. The yield is 0.130. (5) The reactants are [CH3:1][C:2]1[CH:7]=[CH:6][C:5]([CH:8]=[CH:9][C:10]([OH:12])=[O:11])=[CH:4][CH:3]=1.[CH3:13]I.O. The catalyst is C1COCC1. The product is [CH3:1][C:2]1[CH:3]=[CH:4][C:5]([CH:8]=[CH:9][C:10]([O:12][CH3:13])=[O:11])=[CH:6][CH:7]=1. The yield is 0.840. (6) The reactants are [CH3:1][O:2][C:3](=[O:16])[CH:4]([NH:8][C:9]([O:11][C:12]([CH3:15])([CH3:14])[CH3:13])=[O:10])[CH:5]([OH:7])[CH3:6].FS([C:21]([F:26])([F:25])C(O)=O)(=O)=O.O. The catalyst is C(#N)C.C(OCC)(=O)C.[Cu]I. The product is [CH3:1][O:2][C:3](=[O:16])[CH:4]([NH:8][C:9]([O:11][C:12]([CH3:15])([CH3:14])[CH3:13])=[O:10])[CH:5]([O:7][CH:21]([F:26])[F:25])[CH3:6]. The yield is 0.360. (7) The reactants are [N:1]1[CH:6]=[CH:5][CH:4]=[C:3]([CH:7]=O)[CH:2]=1.[CH3:9][O:10][C:11](=[O:28])[C:12]1[C:13](=[C:18]([NH:22]CCCCC)[CH:19]=[CH:20][CH:21]=1)[C:14]([O:16][CH3:17])=[O:15]. The catalyst is C(OCC)C. The product is [CH3:9][O:10][C:11](=[O:28])[C:12]1[C:13](=[C:18]([NH:22][CH2:7][C:3]2[CH:2]=[N:1][CH:6]=[CH:5][CH:4]=2)[CH:19]=[CH:20][CH:21]=1)[C:14]([O:16][CH3:17])=[O:15]. The yield is 0.610. (8) The reactants are [C:1]([O:5][C:6]([C@H:8]1[NH:13][C:12]([CH3:18])([C:14](OC)=[O:15])[CH2:11][C:10](=[O:19])[N:9]1[CH3:20])=[O:7])([CH3:4])([CH3:3])[CH3:2].[NH2:21][NH2:22]. The catalyst is CCO. The product is [C:1]([O:5][C:6]([C@H:8]1[NH:13][C:12]([CH3:18])([C:14]([NH:21][NH2:22])=[O:15])[CH2:11][C:10](=[O:19])[N:9]1[CH3:20])=[O:7])([CH3:4])([CH3:3])[CH3:2]. The yield is 1.00. (9) The reactants are [F:1][CH2:2][CH:3](O)[CH2:4][F:5].CCN(C(C)C)C(C)C.FC(F)(F)S(OS(C(F)(F)F)(=O)=O)(=O)=O.[C:31]([O:35][C:36](=[O:49])[NH:37][CH:38]1[CH:42]([C:43]2[CH:48]=[CH:47][CH:46]=[CH:45][CH:44]=2)[CH2:41][NH:40][CH2:39]1)([CH3:34])([CH3:33])[CH3:32]. The catalyst is C(Cl)Cl. The product is [F:1][CH2:2][CH:3]([N:40]1[CH2:41][C@@H:42]([C:43]2[CH:48]=[CH:47][CH:46]=[CH:45][CH:44]=2)[C@H:38]([NH:37][C:36](=[O:49])[O:35][C:31]([CH3:33])([CH3:32])[CH3:34])[CH2:39]1)[CH2:4][F:5]. The yield is 0.896. (10) The reactants are [Cl:1][C:2]1[CH:45]=[CH:44][C:5]([CH2:6][N:7]2[C:15]3[C:14](=[O:16])[N:13]([CH2:17][CH2:18][N:19]4C(=O)C5C(=CC=CC=5)C4=O)[C:12](=[O:30])[N:11]([CH3:31])[C:10]=3[N:9]=[C:8]2[O:32][C:33]2[CH:38]=[CH:37][CH:36]=[C:35]([O:39][C:40]([F:43])([F:42])[F:41])[CH:34]=2)=[CH:4][CH:3]=1.O.NN. The catalyst is C(O)C. The product is [NH2:19][CH2:18][CH2:17][N:13]1[C:14](=[O:16])[C:15]2[N:7]([CH2:6][C:5]3[CH:4]=[CH:3][C:2]([Cl:1])=[CH:45][CH:44]=3)[C:8]([O:32][C:33]3[CH:38]=[CH:37][CH:36]=[C:35]([O:39][C:40]([F:43])([F:41])[F:42])[CH:34]=3)=[N:9][C:10]=2[N:11]([CH3:31])[C:12]1=[O:30]. The yield is 1.00.